From a dataset of Catalyst prediction with 721,799 reactions and 888 catalyst types from USPTO. Predict which catalyst facilitates the given reaction. (1) The catalyst class is: 10. Product: [C:1]([C:4]1[C:22](=[O:23])[C@@:8]2([CH3:24])[C:9]3[C:15]([OH:16])=[CH:14][C:13]([O:17][CH3:18])=[C:12]([C:19]([NH:21][CH2:38][C:28]4[C:29]5[C:34](=[CH:33][CH:32]=[C:31]([CH3:37])[CH:30]=5)[CH:35]=[CH:36][C:27]=4[CH3:26])=[O:20])[C:10]=3[O:11][C:7]2=[CH:6][C:5]=1[OH:25])(=[O:3])[CH3:2]. Reactant: [C:1]([C:4]1[C:22](=[O:23])[C@@:8]2([CH3:24])[C:9]3[C:15]([OH:16])=[CH:14][C:13]([O:17][CH3:18])=[C:12]([C:19]([NH2:21])=[O:20])[C:10]=3[O:11][C:7]2=[CH:6][C:5]=1[OH:25])(=[O:3])[CH3:2].[CH3:26][C:27]1[CH:36]=[CH:35][C:34]2[C:29](=[CH:30][C:31]([CH3:37])=[CH:32][CH:33]=2)[C:28]=1[CH:38]=O.C([SiH](CC)CC)C.FC(F)(F)C(O)=O. (2) Reactant: [CH2:1]([C:5]1[CH:10]=[CH:9][C:8]([C:11]#[C:12][C:13]2[CH:37]=[CH:36][C:16]([CH2:17][N:18]([CH2:30][CH2:31][C:32]([CH3:35])([CH3:34])[CH3:33])[C:19]3[CH:20]=[CH:21][C:22]([F:29])=[C:23]([CH:28]=3)[C:24]([O:26]C)=[O:25])=[CH:15][CH:14]=2)=[CH:7][CH:6]=1)[CH2:2][CH2:3][CH3:4].[OH-].[Na+].CCOC(C)=O. Product: [CH2:1]([C:5]1[CH:6]=[CH:7][C:8]([C:11]#[C:12][C:13]2[CH:37]=[CH:36][C:16]([CH2:17][N:18]([CH2:30][CH2:31][C:32]([CH3:35])([CH3:34])[CH3:33])[C:19]3[CH:20]=[CH:21][C:22]([F:29])=[C:23]([CH:28]=3)[C:24]([OH:26])=[O:25])=[CH:15][CH:14]=2)=[CH:9][CH:10]=1)[CH2:2][CH2:3][CH3:4]. The catalyst class is: 14. (3) Reactant: [CH2:1]([O:3][C:4]([C@@H:6]1[C@H:8]([C:9]2[CH:14]=[CH:13][CH:12]=[CH:11][CH:10]=2)[C@H:7]1[C:15]1[CH:20]=[CH:19][CH:18]=[CH:17][C:16]=1N)=[O:5])[CH3:2].OS(O)(=O)=O.N([O-])=O.[Na+].Br[CH:32]([CH3:34])[CH3:33].C(=O)([O-])[O-:36].[Cs+].[Cs+]. Product: [CH2:1]([O:3][C:4]([C@@H:6]1[C@H:8]([C:9]2[CH:14]=[CH:13][CH:12]=[CH:11][CH:10]=2)[C@H:7]1[C:15]1[CH:20]=[CH:19][CH:18]=[CH:17][C:16]=1[O:36][CH:32]([CH3:34])[CH3:33])=[O:5])[CH3:2]. The catalyst class is: 6. (4) Reactant: [CH3:1][O:2][C:3]1[CH:4]=[CH:5][CH:6]=[C:7]2[C:12]=1[CH:11]=[C:10]([C:13]#N)[CH:9]=[CH:8]2.[OH-:15].[K+].Cl.C(O)C.[OH2:21]. Product: [CH3:1][O:2][C:3]1[CH:4]=[CH:5][CH:6]=[C:7]2[C:12]=1[CH:11]=[C:10]([C:13]([OH:21])=[O:15])[CH:9]=[CH:8]2. The catalyst class is: 8. (5) Reactant: Cl[C:2]1[N:7]=[C:6]([N:8]2[CH2:13][CH2:12][N:11]([C:14]([O:16][C:17]([CH3:20])([CH3:19])[CH3:18])=[O:15])[CH2:10][C@@H:9]2[C:21](=[O:28])[NH:22][CH2:23][C:24]([F:27])([F:26])[F:25])[CH:5]=[N:4][CH:3]=1.[Cl:29][C:30]1[CH:31]=[C:32]2[C:38](B3OC(C)(C)C(C)(C)O3)=[CH:37][N:36]([S:48]([C:51]3[CH:56]=[CH:55][C:54]([CH3:57])=[CH:53][CH:52]=3)(=[O:50])=[O:49])[C:33]2=[N:34][CH:35]=1.C([O-])([O-])=O.[Na+].[Na+]. The catalyst class is: 151. Product: [Cl:29][C:30]1[CH:31]=[C:32]2[C:38]([C:2]3[N:7]=[C:6]([N:8]4[CH2:13][CH2:12][N:11]([C:14]([O:16][C:17]([CH3:19])([CH3:20])[CH3:18])=[O:15])[CH2:10][C@@H:9]4[C:21](=[O:28])[NH:22][CH2:23][C:24]([F:26])([F:27])[F:25])[CH:5]=[N:4][CH:3]=3)=[CH:37][N:36]([S:48]([C:51]3[CH:56]=[CH:55][C:54]([CH3:57])=[CH:53][CH:52]=3)(=[O:49])=[O:50])[C:33]2=[N:34][CH:35]=1. (6) Reactant: [N:1]1[CH:2]=[C:3]([CH2:10][C:11]2[CH:22]=[CH:21][C:14]3[N:15]=[C:16](S(C)=O)[S:17][C:13]=3[CH:12]=2)[N:4]2[C:9]=1[CH:8]=[CH:7][CH:6]=[N:5]2.Cl.[NH2:24][C@@H:25]1[CH2:30][CH2:29][CH2:28][CH2:27][C@H:26]1[OH:31].CCN(C(C)C)C(C)C.CN1C(=O)CCC1. Product: [N:1]1[CH:2]=[C:3]([CH2:10][C:11]2[CH:22]=[CH:21][C:14]3[N:15]=[C:16]([NH:24][C@@H:25]4[CH2:30][CH2:29][CH2:28][CH2:27][C@H:26]4[OH:31])[S:17][C:13]=3[CH:12]=2)[N:4]2[C:9]=1[CH:8]=[CH:7][CH:6]=[N:5]2. The catalyst class is: 6.